From a dataset of Catalyst prediction with 721,799 reactions and 888 catalyst types from USPTO. Predict which catalyst facilitates the given reaction. (1) Reactant: [C:1]([N:4]1[CH2:9][CH2:8][N:7]([C:10]2[CH:15]=[CH:14][C:13]([NH:16][C:17]3[N:18]=[C:19]([NH:36][C:37]4[CH:38]=[C:39]([CH:43]=[CH:44][CH:45]=4)[C:40]([NH2:42])=[O:41])[C:20]4[CH:25]=[CH:24][N:23](S(C5C=CC(C)=CC=5)(=O)=O)[C:21]=4[N:22]=3)=[CH:12][CH:11]=2)[CH2:6][CH2:5]1)(=[O:3])[CH3:2].[OH-].[K+]. Product: [C:1]([N:4]1[CH2:9][CH2:8][N:7]([C:10]2[CH:11]=[CH:12][C:13]([NH:16][C:17]3[N:18]=[C:19]([NH:36][C:37]4[CH:38]=[C:39]([CH:43]=[CH:44][CH:45]=4)[C:40]([NH2:42])=[O:41])[C:20]4[CH:25]=[CH:24][NH:23][C:21]=4[N:22]=3)=[CH:14][CH:15]=2)[CH2:6][CH2:5]1)(=[O:3])[CH3:2]. The catalyst class is: 5. (2) Reactant: [F:1][C:2]1[N:7]=[C:6]([F:8])[C:5]([F:9])=[C:4](F)[C:3]=1[F:11].[CH2:12]([N:19]1[CH2:24][CH2:23][NH:22][CH2:21][CH2:20]1)[C:13]1[CH:18]=[CH:17][CH:16]=[CH:15][CH:14]=1.C(=O)([O-])[O-].[K+].[K+]. Product: [F:8][C:6]1[C:5]([F:9])=[C:4]([N:22]2[CH2:23][CH2:24][N:19]([CH2:12][C:13]3[CH:14]=[CH:15][CH:16]=[CH:17][CH:18]=3)[CH2:20][CH2:21]2)[C:3]([F:11])=[C:2]([F:1])[N:7]=1. The catalyst class is: 16. (3) Reactant: [F:1][C:2]1[CH:12]=[CH:11][CH:10]=[C:9]([F:13])[C:3]=1[C:4]([N:6]=[C:7]=[O:8])=[O:5].[F:14][CH:15]([F:26])[S:16][C:17]1[CH:24]=[CH:23][C:20]([NH:21][CH3:22])=[C:19]([CH3:25])[CH:18]=1. Product: [F:1][C:2]1[CH:12]=[CH:11][CH:10]=[C:9]([F:13])[C:3]=1[C:4]([NH:6][C:7](=[O:8])[N:21]([C:20]1[CH:23]=[CH:24][C:17]([S:16][CH:15]([F:26])[F:14])=[CH:18][C:19]=1[CH3:25])[CH3:22])=[O:5]. The catalyst class is: 282. (4) Product: [CH3:50][O:49][N:48]([CH3:47])[C:10](=[O:11])[CH2:9][C:5]1[CH:6]=[CH:7][CH:8]=[C:3]([C:2]([F:14])([F:13])[F:1])[CH:4]=1. The catalyst class is: 39. Reactant: [F:1][C:2]([F:14])([F:13])[C:3]1[CH:4]=[C:5]([CH2:9][C:10](O)=[O:11])[CH:6]=[CH:7][CH:8]=1.CCN=C=NCCCN(C)C.Cl.C1C=CC2N(O)N=NC=2C=1.CCN(C(C)C)C(C)C.Cl.[CH3:47][NH:48][O:49][CH3:50]. (5) Reactant: C(C1C(=O)C(Cl)=C(Cl)C(=O)C=1C#N)#N.C1C=CC(P(C2C=CC=CC=2)C2C=CC=CC=2)=CC=1.[Br:34][C:35]1[CH:36]=[CH:37][C:38]([OH:50])=[C:39](/[C:41](/[C:44]2[CH:49]=[CH:48][CH:47]=[CH:46][CH:45]=2)=[N:42]/O)[CH:40]=1.CCOC(C)=O. Product: [Br:34][C:35]1[CH:36]=[CH:37][C:38]2[O:50][N:42]=[C:41]([C:44]3[CH:45]=[CH:46][CH:47]=[CH:48][CH:49]=3)[C:39]=2[CH:40]=1. The catalyst class is: 2. (6) Reactant: Br[CH2:2][C:3]([C:5]1[CH:10]=[CH:9][CH:8]=[C:7]([F:11])[CH:6]=1)=[O:4].[O:12]=[C:13]([CH3:19])[CH2:14][C:15]([O:17][CH3:18])=[O:16].N12CCCNC1=NCCC2. Product: [C:13]([CH:14]([CH2:2][C:3]([C:5]1[CH:10]=[CH:9][CH:8]=[C:7]([F:11])[CH:6]=1)=[O:4])[C:15]([O:17][CH3:18])=[O:16])(=[O:12])[CH3:19]. The catalyst class is: 10.